From a dataset of Forward reaction prediction with 1.9M reactions from USPTO patents (1976-2016). Predict the product of the given reaction. (1) Given the reactants FC(F)(F)C(O)=O.[CH2:8]1[C:10]2([CH2:15][CH2:14][NH:13][CH:12]([C:16]([NH:18][C:19]3([C:22]4[CH:31]=[CH:30][C:25]([C:26]([O:28][CH3:29])=[O:27])=[CH:24][CH:23]=4)[CH2:21][CH2:20]3)=[O:17])[CH2:11]2)[CH2:9]1.[F:32][C:33]([F:43])([F:42])[C:34]1[CH:35]=[C:36]([CH:39]=[CH:40][CH:41]=1)[CH2:37]Br.C([O-])([O-])=O.[Cs+].[Cs+], predict the reaction product. The product is: [F:32][C:33]([F:42])([F:43])[C:34]1[CH:35]=[C:36]([CH:39]=[CH:40][CH:41]=1)[CH2:37][N:13]1[CH2:14][CH2:15][C:10]2([CH2:9][CH2:8]2)[CH2:11][CH:12]1[C:16]([NH:18][C:19]1([C:22]2[CH:31]=[CH:30][C:25]([C:26]([O:28][CH3:29])=[O:27])=[CH:24][CH:23]=2)[CH2:20][CH2:21]1)=[O:17]. (2) Given the reactants [CH:1]1([CH2:6][CH:7]([C:11]2[CH:16]=[CH:15][C:14]([Cl:17])=[C:13]([Cl:18])[CH:12]=2)[C:8]([OH:10])=O)[CH2:5][CH2:4][CH2:3][CH2:2]1.F[P-](F)(F)(F)(F)F.N1(O[P+](N(C)C)(N(C)C)N(C)C)C2C=CC=CC=2N=N1.[NH2:46][C:47]1[S:48][CH:49]=[CH:50][N:51]=1.C(N(CC)CC)C, predict the reaction product. The product is: [CH:1]1([CH2:6][CH:7]([C:11]2[CH:16]=[CH:15][C:14]([Cl:17])=[C:13]([Cl:18])[CH:12]=2)[C:8]([NH:46][C:47]2[S:48][CH:49]=[CH:50][N:51]=2)=[O:10])[CH2:2][CH2:3][CH2:4][CH2:5]1. (3) Given the reactants [CH:1]1([C:4]([OH:6])=O)[CH2:3][CH2:2]1.C(N1[CH:18]=[CH:17]N=C1)(N1C=CN=C1)=O.Cl.[OH2:20].[CH3:21]N(C)C=O, predict the reaction product. The product is: [CH:1]1([C:4](=[O:6])[CH2:21][C:17](=[O:20])[CH3:18])[CH2:3][CH2:2]1.